From a dataset of Forward reaction prediction with 1.9M reactions from USPTO patents (1976-2016). Predict the product of the given reaction. Given the reactants [C:1]([N:4](C)[S:5]([C:8]1[CH:13]=[CH:12][C:11]([N:14]2[C:22]3[C:21]4[CH:23]=[C:24]([NH:27][C:28](=[O:36])[C:29]5[CH:34]=[CH:33][CH:32]=[CH:31][C:30]=5[Cl:35])[CH:25]=[CH:26][C:20]=4[CH2:19][CH2:18][C:17]=3[C:16]([C:37]([NH2:39])=[O:38])=[N:15]2)=[CH:10][CH:9]=1)(=[O:7])=[O:6])(=O)C, predict the reaction product. The product is: [Cl:35][C:30]1[CH:31]=[CH:32][CH:33]=[CH:34][C:29]=1[C:28]([NH:27][C:24]1[CH:25]=[CH:26][C:20]2[CH2:19][CH2:18][C:17]3[C:16]([C:37]([NH2:39])=[O:38])=[N:15][N:14]([C:11]4[CH:10]=[CH:9][C:8]([S:5]([NH:4][CH3:1])(=[O:6])=[O:7])=[CH:13][CH:12]=4)[C:22]=3[C:21]=2[CH:23]=1)=[O:36].